Dataset: Catalyst prediction with 721,799 reactions and 888 catalyst types from USPTO. Task: Predict which catalyst facilitates the given reaction. (1) Reactant: [F:1][C:2]1[CH:11]=[CH:10][C:5]([CH2:6][N:7]=[N+:8]=[N-:9])=[CH:4][CH:3]=1.[OH:12][CH:13]([C@@H:16]1[C@@:20]2([CH3:61])[CH2:21][C@@H:22]([O:57][CH2:58][O:59][CH3:60])[CH:23]3[C@:36]45[C@@:27]([OH:56])([CH2:28][C@@H:29]([O:39][C@H:40]6[C@@H:45]7[O:46][C:47]([CH3:50])([CH3:49])[O:48][C@@H:44]7[C@@H:43]([O:51][CH2:52][O:53][CH3:54])[C@H:42]([CH3:55])[O:41]6)[CH2:30][C@H:31]4[O:32][C:33]([CH3:38])([CH3:37])[O:34][CH2:35]5)[CH2:26][CH2:25][CH:24]3[C@@:19]2([OH:62])[CH2:18][CH2:17]1)[C:14]#[CH:15].O=C1O[C@H]([C@H](CO)O)C([O-])=C1O.[Na+]. Product: [F:1][C:2]1[CH:11]=[CH:10][C:5]([CH2:6][N:7]2[CH:15]=[C:14]([CH:13]([OH:12])[C@@H:16]3[C@@:20]4([CH3:61])[CH2:21][C@@H:22]([O:57][CH2:58][O:59][CH3:60])[CH:23]5[C@:36]67[C@@:27]([OH:56])([CH2:28][C@@H:29]([O:39][C@H:40]8[C@@H:45]9[O:46][C:47]([CH3:50])([CH3:49])[O:48][C@@H:44]9[C@@H:43]([O:51][CH2:52][O:53][CH3:54])[C@H:42]([CH3:55])[O:41]8)[CH2:30][C@H:31]6[O:32][C:33]([CH3:37])([CH3:38])[O:34][CH2:35]7)[CH2:26][CH2:25][CH:24]5[C@@:19]4([OH:62])[CH2:18][CH2:17]3)[N:9]=[N:8]2)=[CH:4][CH:3]=1. The catalyst class is: 18. (2) Reactant: [C:1]1([CH:7]2[CH2:11][NH:10][C:9](=O)[CH:8]2[CH2:13][C:14]2[CH:19]=[C:18]([C:20]([F:23])([F:22])[F:21])[CH:17]=[CH:16][N:15]=2)[CH:6]=[CH:5][CH:4]=[CH:3][CH:2]=1.[H-].[Al+3].[Li+].[H-].[H-].[H-].C(=O)(O)[O-].[Na+].C(OCC)(=O)C. Product: [C:1]1([CH:7]2[CH2:11][NH:10][CH2:9][CH:8]2[CH2:13][C:14]2[CH:19]=[C:18]([C:20]([F:22])([F:23])[F:21])[CH:17]=[CH:16][N:15]=2)[CH:6]=[CH:5][CH:4]=[CH:3][CH:2]=1. The catalyst class is: 7.